Dataset: Full USPTO retrosynthesis dataset with 1.9M reactions from patents (1976-2016). Task: Predict the reactants needed to synthesize the given product. (1) Given the product [CH3:20][O:19][C:12]1[CH:13]=[C:14]([O:17][CH3:18])[CH:15]=[CH:16][C:11]=1[C:10]1[N:5]([CH2:4][CH2:3][NH:2][C:56](=[O:57])[CH2:55][NH:54][C:52](=[O:53])[O:51][C:47]([CH3:48])([CH3:49])[CH3:50])[C:6](=[S:22])[NH:7][C:8](=[O:21])[CH:9]=1, predict the reactants needed to synthesize it. The reactants are: Cl.[NH2:2][CH2:3][CH2:4][N:5]1[C:10]([C:11]2[CH:16]=[CH:15][C:14]([O:17][CH3:18])=[CH:13][C:12]=2[O:19][CH3:20])=[CH:9][C:8](=[O:21])[NH:7][C:6]1=[S:22].F[P-](F)(F)(F)(F)F.N1(OC(N(C)C)=[N+](C)C)C2N=CC=CC=2N=N1.[C:47]([O:51][C:52]([NH:54][CH2:55][C:56](O)=[O:57])=[O:53])([CH3:50])([CH3:49])[CH3:48].C(N(C(C)C)CC)(C)C. (2) Given the product [N:51]([CH2:29][C:25]1[CH:24]=[C:23]([CH:21]([NH:20][C:14]2[N:13]=[C:12]([C:9]3[N:5]4[CH:6]=[CH:7][CH:8]=[C:3]([CH:2]([F:31])[F:1])[C:4]4=[N:11][CH:10]=3)[C:17]([C:18]#[N:19])=[CH:16][N:15]=2)[CH3:22])[CH:28]=[CH:27][CH:26]=1)=[N+:52]=[N-:53], predict the reactants needed to synthesize it. The reactants are: [F:1][CH:2]([F:31])[C:3]1[C:4]2[N:5]([C:9]([C:12]3[C:17]([C:18]#[N:19])=[CH:16][N:15]=[C:14]([NH:20][CH:21]([C:23]4[CH:28]=[CH:27][CH:26]=[C:25]([CH2:29]O)[CH:24]=4)[CH3:22])[N:13]=3)=[CH:10][N:11]=2)[CH:6]=[CH:7][CH:8]=1.C(N(CC)C(C)C)(C)C.CS(Cl)(=O)=O.C(=O)([O-])O.[Na+].[N-:51]=[N+:52]=[N-:53].[Na+]. (3) Given the product [Br:1][C:2]1[CH:11]=[CH:10][CH:9]=[C:8]2[C:3]=1[CH:4]=[CH:5][N:6]=[C:7]2[Cl:15], predict the reactants needed to synthesize it. The reactants are: [Br:1][C:2]1[CH:11]=[CH:10][CH:9]=[C:8]2[C:3]=1[CH:4]=[CH:5][N+:6]([O-])=[CH:7]2.O=P(Cl)(Cl)[Cl:15]. (4) Given the product [Cl:23][C:24]1[CH:41]=[CH:40][C:27]([CH2:28][N:29]([CH2:37][CH:38]=[O:39])[C:30](=[O:36])[O:31][C:32]([CH3:35])([CH3:34])[CH3:33])=[CH:26][CH:25]=1, predict the reactants needed to synthesize it. The reactants are: CC(OI1(OC(C)=O)(OC(C)=O)OC(=O)C2C=CC=CC1=2)=O.[Cl:23][C:24]1[CH:41]=[CH:40][C:27]([CH2:28][N:29]([CH2:37][CH2:38][OH:39])[C:30](=[O:36])[O:31][C:32]([CH3:35])([CH3:34])[CH3:33])=[CH:26][CH:25]=1.[O-]S([O-])(=S)=O.[Na+].[Na+].